From a dataset of NCI-60 drug combinations with 297,098 pairs across 59 cell lines. Regression. Given two drug SMILES strings and cell line genomic features, predict the synergy score measuring deviation from expected non-interaction effect. (1) Drug 1: C1=NC(=NC(=O)N1C2C(C(C(O2)CO)O)O)N. Drug 2: C1C(C(OC1N2C=NC(=NC2=O)N)CO)O. Cell line: NCI-H322M. Synergy scores: CSS=24.5, Synergy_ZIP=-6.98, Synergy_Bliss=-0.683, Synergy_Loewe=-0.778, Synergy_HSA=0.526. (2) Drug 1: CC(C)NC(=O)C1=CC=C(C=C1)CNNC.Cl. Drug 2: COCCOC1=C(C=C2C(=C1)C(=NC=N2)NC3=CC=CC(=C3)C#C)OCCOC.Cl. Cell line: CCRF-CEM. Synergy scores: CSS=8.84, Synergy_ZIP=-4.90, Synergy_Bliss=-2.03, Synergy_Loewe=-2.79, Synergy_HSA=-2.71. (3) Cell line: ACHN. Drug 1: CC1C(C(CC(O1)OC2CC(CC3=C2C(=C4C(=C3O)C(=O)C5=C(C4=O)C(=CC=C5)OC)O)(C(=O)C)O)N)O.Cl. Synergy scores: CSS=25.8, Synergy_ZIP=-0.481, Synergy_Bliss=3.19, Synergy_Loewe=-1.27, Synergy_HSA=4.90. Drug 2: CC1=C2C(C(=O)C3(C(CC4C(C3C(C(C2(C)C)(CC1OC(=O)C(C(C5=CC=CC=C5)NC(=O)C6=CC=CC=C6)O)O)OC(=O)C7=CC=CC=C7)(CO4)OC(=O)C)O)C)OC(=O)C. (4) Drug 1: C1=CC(=CC=C1CC(C(=O)O)N)N(CCCl)CCCl.Cl. Drug 2: C1CN(CCN1C(=O)CCBr)C(=O)CCBr. Cell line: CAKI-1. Synergy scores: CSS=54.5, Synergy_ZIP=-12.4, Synergy_Bliss=-3.41, Synergy_Loewe=0.280, Synergy_HSA=2.84. (5) Drug 1: CN1C2=C(C=C(C=C2)N(CCCl)CCCl)N=C1CCCC(=O)O.Cl. Drug 2: CC1C(C(CC(O1)OC2CC(CC3=C2C(=C4C(=C3O)C(=O)C5=C(C4=O)C(=CC=C5)OC)O)(C(=O)CO)O)N)O.Cl. Cell line: KM12. Synergy scores: CSS=31.9, Synergy_ZIP=-4.86, Synergy_Bliss=-4.38, Synergy_Loewe=-35.2, Synergy_HSA=-4.65.